From a dataset of NCI-60 drug combinations with 297,098 pairs across 59 cell lines. Regression. Given two drug SMILES strings and cell line genomic features, predict the synergy score measuring deviation from expected non-interaction effect. (1) Drug 1: CC1CCC2CC(C(=CC=CC=CC(CC(C(=O)C(C(C(=CC(C(=O)CC(OC(=O)C3CCCCN3C(=O)C(=O)C1(O2)O)C(C)CC4CCC(C(C4)OC)OCCO)C)C)O)OC)C)C)C)OC. Drug 2: CC1C(C(CC(O1)OC2CC(CC3=C2C(=C4C(=C3O)C(=O)C5=C(C4=O)C(=CC=C5)OC)O)(C(=O)CO)O)N)O.Cl. Cell line: A498. Synergy scores: CSS=43.9, Synergy_ZIP=-5.51, Synergy_Bliss=-2.59, Synergy_Loewe=-1.83, Synergy_HSA=0.660. (2) Drug 1: CN(C(=O)NC(C=O)C(C(C(CO)O)O)O)N=O. Drug 2: C1CCC(C(C1)N)N.C(=O)(C(=O)[O-])[O-].[Pt+4]. Cell line: SF-295. Synergy scores: CSS=7.74, Synergy_ZIP=-5.81, Synergy_Bliss=-6.95, Synergy_Loewe=-8.59, Synergy_HSA=-8.74. (3) Drug 1: CC=C1C(=O)NC(C(=O)OC2CC(=O)NC(C(=O)NC(CSSCCC=C2)C(=O)N1)C(C)C)C(C)C. Drug 2: C1C(C(OC1N2C=NC3=C2NC=NCC3O)CO)O. Cell line: M14. Synergy scores: CSS=49.2, Synergy_ZIP=-3.28, Synergy_Bliss=-6.68, Synergy_Loewe=-69.8, Synergy_HSA=-4.51. (4) Drug 1: CC1OCC2C(O1)C(C(C(O2)OC3C4COC(=O)C4C(C5=CC6=C(C=C35)OCO6)C7=CC(=C(C(=C7)OC)O)OC)O)O. Drug 2: C1CN1P(=S)(N2CC2)N3CC3. Cell line: KM12. Synergy scores: CSS=11.6, Synergy_ZIP=-4.20, Synergy_Bliss=-5.73, Synergy_Loewe=-2.84, Synergy_HSA=-1.71. (5) Drug 1: COC1=CC(=CC(=C1O)OC)C2C3C(COC3=O)C(C4=CC5=C(C=C24)OCO5)OC6C(C(C7C(O6)COC(O7)C8=CC=CS8)O)O. Drug 2: C1=NC2=C(N1)C(=S)N=C(N2)N. Cell line: RPMI-8226. Synergy scores: CSS=60.2, Synergy_ZIP=-2.94, Synergy_Bliss=-3.46, Synergy_Loewe=-4.66, Synergy_HSA=0.174. (6) Drug 1: CC1C(C(CC(O1)OC2CC(CC3=C2C(=C4C(=C3O)C(=O)C5=C(C4=O)C(=CC=C5)OC)O)(C(=O)CO)O)N)O.Cl. Drug 2: C1=NC2=C(N1)C(=S)N=C(N2)N. Cell line: MALME-3M. Synergy scores: CSS=32.0, Synergy_ZIP=-6.95, Synergy_Bliss=-0.592, Synergy_Loewe=-0.496, Synergy_HSA=0.723. (7) Drug 1: CC12CCC(CC1=CCC3C2CCC4(C3CC=C4C5=CN=CC=C5)C)O. Drug 2: CS(=O)(=O)C1=CC(=C(C=C1)C(=O)NC2=CC(=C(C=C2)Cl)C3=CC=CC=N3)Cl. Cell line: PC-3. Synergy scores: CSS=-1.78, Synergy_ZIP=4.32, Synergy_Bliss=-3.62, Synergy_Loewe=-5.44, Synergy_HSA=-4.34. (8) Drug 1: C1CC(=O)NC(=O)C1N2CC3=C(C2=O)C=CC=C3N. Drug 2: CNC(=O)C1=NC=CC(=C1)OC2=CC=C(C=C2)NC(=O)NC3=CC(=C(C=C3)Cl)C(F)(F)F. Cell line: EKVX. Synergy scores: CSS=4.87, Synergy_ZIP=-3.89, Synergy_Bliss=-2.39, Synergy_Loewe=-15.2, Synergy_HSA=-1.01.